From a dataset of Catalyst prediction with 721,799 reactions and 888 catalyst types from USPTO. Predict which catalyst facilitates the given reaction. (1) Reactant: [OH:1][CH:2]([C@@H:14]([NH:19][C:20](=[O:36])[O:21][CH2:22][C:23]1([CH2:27][O:28][C:29]2[CH:34]=[CH:33][N:32]=[C:31]([Cl:35])[N:30]=2)[CH2:26][CH2:25][CH2:24]1)[CH2:15][CH2:16][CH2:17][CH3:18])[C:3](=[O:13])[NH:4][C@@H:5]([C:7]1[CH:12]=[CH:11][CH:10]=[CH:9][CH:8]=1)[CH3:6].C(=O)(O)[O-].[Na+].CC(OI1(OC(C)=O)(OC(C)=O)OC(=O)C2C=CC=CC1=2)=O.C(OCC)(=O)C.CCCCCC. Product: [O:13]=[C:3]([NH:4][C@@H:5]([C:7]1[CH:12]=[CH:11][CH:10]=[CH:9][CH:8]=1)[CH3:6])[C:2]([C@@H:14]([NH:19][C:20](=[O:36])[O:21][CH2:22][C:23]1([CH2:27][O:28][C:29]2[CH:34]=[CH:33][N:32]=[C:31]([Cl:35])[N:30]=2)[CH2:26][CH2:25][CH2:24]1)[CH2:15][CH2:16][CH2:17][CH3:18])=[O:1]. The catalyst class is: 4. (2) Reactant: [NH2:1][C:2]1[CH:7]=[CH:6][C:5]([N:8]2[CH:17]=[CH:16][C:15]3[C:10](=[CH:11][C:12]([F:22])=[C:13]([NH:18][CH:19]4[CH2:21][CH2:20]4)[CH:14]=3)[C:9]2=[O:23])=[CH:4][CH:3]=1.C([O:26][C:27](=O)[NH:28][S:29]([C:32]1[S:33][C:34]([Cl:37])=[CH:35][CH:36]=1)(=[O:31])=[O:30])C. Product: [Cl:37][C:34]1[S:33][C:32]([S:29]([NH:28][C:27]([NH:1][C:2]2[CH:7]=[CH:6][C:5]([N:8]3[CH:17]=[CH:16][C:15]4[C:10](=[CH:11][C:12]([F:22])=[C:13]([NH:18][CH:19]5[CH2:21][CH2:20]5)[CH:14]=4)[C:9]3=[O:23])=[CH:4][CH:3]=2)=[O:26])(=[O:31])=[O:30])=[CH:36][CH:35]=1. The catalyst class is: 11. (3) Reactant: [Cl:1][C:2]1[N:10]=[C:9]2[C:5]([N:6]([CH2:11][C:12]3[CH:17]=[CH:16][C:15]([C:18]([F:21])([F:20])[F:19])=[CH:14][CH:13]=3)[CH:7]=[N:8]2)=[C:4](Cl)[N:3]=1.Cl.[CH:24]1([CH:28]([NH2:32])[CH2:29][CH:30]=[CH2:31])[CH2:27][CH2:26][CH2:25]1.C(=O)(O)[O-].[Na+]. Product: [Cl:1][C:2]1[N:10]=[C:9]2[C:5]([N:6]([CH2:11][C:12]3[CH:17]=[CH:16][C:15]([C:18]([F:21])([F:20])[F:19])=[CH:14][CH:13]=3)[CH:7]=[N:8]2)=[C:4]([NH:32][C@@H:28]([CH:24]2[CH2:27][CH2:26][CH2:25]2)[CH2:29][CH:30]=[CH2:31])[N:3]=1. The catalyst class is: 32. (4) Reactant: [CH2:1]([O:8][C:9]([C:11]1[O:12][C:13]([CH:16]=[O:17])=[CH:14][CH:15]=1)=[O:10])[C:2]1[CH:7]=[CH:6][CH:5]=[CH:4][CH:3]=1.[CH2:18]([Mg]Br)[CH:19]=[CH2:20].Cl. Product: [CH2:1]([O:8][C:9]([C:11]1[O:12][C:13]([CH:16]([OH:17])[C:19]([CH3:20])=[CH2:18])=[CH:14][CH:15]=1)=[O:10])[C:2]1[CH:7]=[CH:6][CH:5]=[CH:4][CH:3]=1. The catalyst class is: 7. (5) Reactant: [CH2:1]([N:8]1[C:16]2[C:11](=[CH:12][CH:13]=[C:14]([N+:17]([O-:19])=[O:18])[CH:15]=2)[C:10]([C:20]([OH:31])([C:27]([F:30])([F:29])[F:28])[CH2:21][NH:22][C:23](=[O:26])[CH2:24][OH:25])=[CH:9]1)[C:2]1[CH:7]=[CH:6][CH:5]=[CH:4][CH:3]=1.Br[C:33]1[CH:42]=[CH:41][C:36]([C:37]([O:39][CH3:40])=[O:38])=[CH:35][CH:34]=1.C(=O)([O-])[O-].[K+].[K+].[Cl-].[NH4+]. Product: [CH2:1]([N:8]1[C:16]2[C:11](=[CH:12][CH:13]=[C:14]([N+:17]([O-:19])=[O:18])[CH:15]=2)[C:10]([C:20]([OH:31])([C:27]([F:30])([F:29])[F:28])[CH2:21][NH:22][C:23](=[O:26])[CH2:24][O:25][C:33]2[CH:42]=[CH:41][C:36]([C:37]([O:39][CH3:40])=[O:38])=[CH:35][CH:34]=2)=[CH:9]1)[C:2]1[CH:3]=[CH:4][CH:5]=[CH:6][CH:7]=1. The catalyst class is: 9. (6) Reactant: [CH:1]1([NH:4][C:5]2[N:6]=[CH:7][C:8]3[C:17]4[CH:16]=[CH:15][C:14]([C:18]([O:20]C)=[O:19])=[CH:13][C:12]=4[N:11]=[C:10]([C:22]4[CH:27]=[CH:26][CH:25]=[CH:24][CH:23]=4)[C:9]=3[N:28]=2)[CH2:3][CH2:2]1.[OH-].[Na+].O.Cl. Product: [CH:1]1([NH:4][C:5]2[N:6]=[CH:7][C:8]3[C:17]4[CH:16]=[CH:15][C:14]([C:18]([OH:20])=[O:19])=[CH:13][C:12]=4[N:11]=[C:10]([C:22]4[CH:23]=[CH:24][CH:25]=[CH:26][CH:27]=4)[C:9]=3[N:28]=2)[CH2:3][CH2:2]1. The catalyst class is: 14. (7) Reactant: [CH3:1][C:2]1[O:6][C:5]([C:7]2[CH:12]=[CH:11][C:10]([N+:13]([O-])=O)=[CH:9][CH:8]=2)=[N:4][C:3]=1[C:16]1[CH:21]=[CH:20][CH:19]=[CH:18][CH:17]=1. Product: [CH3:1][C:2]1[O:6][C:5]([C:7]2[CH:8]=[CH:9][C:10]([NH2:13])=[CH:11][CH:12]=2)=[N:4][C:3]=1[C:16]1[CH:17]=[CH:18][CH:19]=[CH:20][CH:21]=1. The catalyst class is: 183. (8) Reactant: [C:1]([O:5][C:6]([NH:8][C@@H:9]1[CH2:14][CH2:13][C@H:12]([C:15]([OH:17])=O)[CH2:11][CH2:10]1)=[O:7])([CH3:4])([CH3:3])[CH3:2].ClC(OCC)=O.[NH3:24]. Product: [C:1]([O:5][C:6](=[O:7])[NH:8][C@H:9]1[CH2:14][CH2:13][C@@H:12]([C:15](=[O:17])[NH2:24])[CH2:11][CH2:10]1)([CH3:4])([CH3:3])[CH3:2]. The catalyst class is: 20.